This data is from Full USPTO retrosynthesis dataset with 1.9M reactions from patents (1976-2016). The task is: Predict the reactants needed to synthesize the given product. Given the product [C:1]([O:5][C:6]([N:8]1[CH2:9][CH2:10][CH:11]([O:14][CH:15]2[CH2:20][CH2:19][NH:18][CH2:17][CH2:16]2)[CH2:12][CH2:13]1)=[O:7])([CH3:4])([CH3:2])[CH3:3], predict the reactants needed to synthesize it. The reactants are: [C:1]([O:5][C:6]([N:8]1[CH2:13][CH2:12][CH:11]([O:14][C:15]2[CH:20]=[CH:19][N:18]=[CH:17][CH:16]=2)[CH2:10][CH2:9]1)=[O:7])([CH3:4])([CH3:3])[CH3:2].